From a dataset of Forward reaction prediction with 1.9M reactions from USPTO patents (1976-2016). Predict the product of the given reaction. (1) Given the reactants [F:1][C:2]1[CH:3]=[C:4]([CH:18]=[CH:19][C:20]=1[NH:21][C:22]([NH:24][C:25]1[CH:30]=[C:29]([CH3:31])[CH:28]=[CH:27][C:26]=1[F:32])=[O:23])[O:5][C:6]1[CH:11]=[CH:10][N:9]=[C:8]2[CH:12]=[C:13]([C:15](O)=[O:16])[S:14][C:7]=12.CN(C(ON1N=NC2C=CC=NC1=2)=[N+](C)C)C.F[P-](F)(F)(F)(F)F.C(N(CC)C(C)C)(C)C.Cl.[CH3:67][O:68][C:69](=[O:78])[C@H:70]([CH2:72][CH2:73][C:74]([O:76][CH3:77])=[O:75])[NH2:71].Cl, predict the reaction product. The product is: [F:1][C:2]1[CH:3]=[C:4]([CH:18]=[CH:19][C:20]=1[NH:21][C:22]([NH:24][C:25]1[CH:30]=[C:29]([CH3:31])[CH:28]=[CH:27][C:26]=1[F:32])=[O:23])[O:5][C:6]1[CH:11]=[CH:10][N:9]=[C:8]2[CH:12]=[C:13]([C:15]([NH:71][C@@H:70]([CH2:72][CH2:73][C:74]([O:76][CH3:77])=[O:75])[C:69]([O:68][CH3:67])=[O:78])=[O:16])[S:14][C:7]=12. (2) Given the reactants Cl[C:2]1[CH:7]=[C:6]([N:8]2[CH2:13][CH2:12][O:11][CH2:10][CH2:9]2)[N:5]2[N:14]=[C:15]([C:17]3[CH:18]=[C:19]4[C:24](=[CH:25][CH:26]=3)[N:23]=[CH:22][CH:21]=[CH:20]4)[CH:16]=[C:4]2[N:3]=1.O.[NH2:28][NH2:29], predict the reaction product. The product is: [CH3:15][C:17]1[CH:18]=[C:19]([CH:24]=[CH:25][CH:26]=1)[CH:20]=[N:28][NH:29][C:2]1[CH:7]=[C:6]([N:8]2[CH2:13][CH2:12][O:11][CH2:10][CH2:9]2)[N:5]2[N:14]=[C:15]([C:17]3[CH:18]=[C:19]4[C:24](=[CH:25][CH:26]=3)[N:23]=[CH:22][CH:21]=[CH:20]4)[CH:16]=[C:4]2[N:3]=1. (3) Given the reactants [CH3:1][C:2]([CH3:16])([CH2:13][CH:14]=[CH2:15])[CH2:3][S:4](C1N=CC=CN=1)(=[O:6])=[O:5].C[O-].[Na+:19], predict the reaction product. The product is: [CH3:1][C:2]([CH3:16])([CH2:13][CH:14]=[CH2:15])[CH2:3][S:4]([O-:6])=[O:5].[Na+:19]. (4) The product is: [CH2:9]([C:13]1[CH:14]=[C:15]2[C:19](=[CH:20][CH:21]=1)[C:18](=[N:2][OH:3])[CH2:17][CH2:16]2)[CH2:10][CH2:11][CH3:12]. Given the reactants Cl.[NH2:2][OH:3].C([O-])(=O)C.[Na+].[CH2:9]([C:13]1[CH:14]=[C:15]2[C:19](=[CH:20][CH:21]=1)[C:18](=O)[CH2:17][CH2:16]2)[CH2:10][CH2:11][CH3:12], predict the reaction product. (5) Given the reactants [N:1]([CH2:4][CH2:5][N:6]1[CH:10]=[C:9]([C:11]2[CH:16]=[CH:15][CH:14]=[CH:13][CH:12]=2)[CH:8]=[C:7]1[CH3:17])=[N+]=[N-], predict the reaction product. The product is: [CH3:17][C:7]1[N:6]([CH2:5][CH2:4][NH2:1])[CH:10]=[C:9]([C:11]2[CH:16]=[CH:15][CH:14]=[CH:13][CH:12]=2)[CH:8]=1. (6) Given the reactants CN1CCOCC1.[N:8]1[CH:13]=[CH:12][CH:11]=[CH:10][C:9]=1[C:14]1[N:19]=[CH:18][C:17]([C:20]([OH:22])=O)=[CH:16][N:15]=1.Cl.[NH2:24][C@H:25]([C:27]1[CH:28]=[C:29]([C:33]2[N:37]=[C:36]([C:38]([OH:41])([CH3:40])[CH3:39])[O:35][N:34]=2)[CH:30]=[CH:31][CH:32]=1)[CH3:26].[Cl-].COC1N=C(OC)N=C([N+]2(C)CCOCC2)N=1, predict the reaction product. The product is: [OH:41][C:38]([C:36]1[O:35][N:34]=[C:33]([C:29]2[CH:28]=[C:27]([C@@H:25]([NH:24][C:20]([C:17]3[CH:18]=[N:19][C:14]([C:9]4[CH:10]=[CH:11][CH:12]=[CH:13][N:8]=4)=[N:15][CH:16]=3)=[O:22])[CH3:26])[CH:32]=[CH:31][CH:30]=2)[N:37]=1)([CH3:40])[CH3:39]. (7) Given the reactants Cl[C:2]([O:4][CH:5]([Cl:7])[CH3:6])=[O:3].[CH3:8][O:9][CH2:10][CH2:11][O:12][CH2:13][CH2:14][O:15][CH2:16][CH2:17][O:18][CH2:19][CH2:20][O:21][CH2:22][CH2:23][O:24][CH2:25][CH2:26][O:27][CH2:28][CH2:29][O:30][CH2:31][CH2:32][OH:33].N1C=CC=CC=1, predict the reaction product. The product is: [C:2](=[O:3])([O:33][CH2:32][CH2:31][O:30][CH2:29][CH2:28][O:27][CH2:26][CH2:25][O:24][CH2:23][CH2:22][O:21][CH2:20][CH2:19][O:18][CH2:17][CH2:16][O:15][CH2:14][CH2:13][O:12][CH2:11][CH2:10][O:9][CH3:8])[O:4][CH:5]([Cl:7])[CH3:6]. (8) Given the reactants [CH3:1][C:2]1([CH3:15])[O:6][C@H:5]([C@H:7]2[O:12]C(=O)[C@@H](O)[C@H]2O)[CH2:4][O:3]1.I([O-])(=O)(=O)=O.[Na+].[OH-].[Na+].[BH4-].[Na+], predict the reaction product. The product is: [CH3:1][C:2]1([CH3:15])[O:6][C@H:5]([CH2:7][OH:12])[CH2:4][O:3]1. (9) Given the reactants [C:1]([O:5][C:6]([N:8]1[C:16]2[C:11](=[CH:12][C:13]([CH2:17]Cl)=[CH:14][CH:15]=2)[CH:10]=[CH:9]1)=[O:7])([CH3:4])([CH3:3])[CH3:2].[CH:19]1([OH:25])[CH2:24][CH2:23][CH2:22][CH2:21][CH2:20]1, predict the reaction product. The product is: [C:6]([N:8]1[C:16]2[C:11](=[CH:12][C:13]([CH2:17][O:25][CH:19]3[CH2:24][CH2:23][CH2:22][CH2:21][CH2:20]3)=[CH:14][CH:15]=2)[CH:10]=[CH:9]1)([O:5][C:1]([CH3:4])([CH3:3])[CH3:2])=[O:7]. (10) Given the reactants C(OC(=O)[C:7]([O:22][C:23](=[O:25])[CH3:24])([C:19](=[O:21])[CH3:20])[CH2:8]/[CH:9]=[C:10](/[CH3:18])\[CH2:11][CH2:12][CH2:13][C@H:14]([CH3:17])[CH2:15][OH:16])(C)(C)C.C(O)(C(F)(F)F)=O, predict the reaction product. The product is: [C:23]([O:22][CH:7]([CH2:8][CH:9]=[C:10]([CH3:18])[CH2:11][CH2:12][CH2:13][C@H:14]([CH3:17])[CH2:15][OH:16])[C:19](=[O:21])[CH3:20])(=[O:25])[CH3:24].